From a dataset of Reaction yield outcomes from USPTO patents with 853,638 reactions. Predict the reaction yield, written as a fraction of the theoretical maximum amount of product (1.0 means a 100% yield; for example, 0.34 means a 34% yield). (1) The reactants are [Br:1][C:2]1[C:3]([Cl:21])=[C:4]2[CH:10]=[CH:9][N:8]([Si](C(C)C)(C(C)C)C(C)C)[C:5]2=[N:6][CH:7]=1.CCCC[N+](CCCC)(CCCC)CCCC.[F-].O. The catalyst is C1COCC1. The product is [Br:1][C:2]1[C:3]([Cl:21])=[C:4]2[CH:10]=[CH:9][NH:8][C:5]2=[N:6][CH:7]=1. The yield is 0.899. (2) The reactants are [N+:1]([C:4]1[CH:12]=[C:8]([C:9]([OH:11])=[O:10])[C:7]([NH2:13])=[CH:6][CH:5]=1)([O-:3])=[O:2].N1C=CC=CC=1.[C:20]([C:24]1[CH:32]=[CH:31][CH:30]=[CH:29][C:25]=1C(Cl)=O)([CH3:23])([CH3:22])[CH3:21].CN(C)[CH:35]=[O:36]. No catalyst specified. The product is [C:20]([C:24]1[CH:25]=[CH:29][C:30]([C:35]([NH:13][C:7]2[CH:6]=[CH:5][C:4]([N+:1]([O-:3])=[O:2])=[CH:12][C:8]=2[C:9]([OH:11])=[O:10])=[O:36])=[CH:31][CH:32]=1)([CH3:21])([CH3:22])[CH3:23]. The yield is 0.800. (3) The reactants are [Br:1][C:2]1[CH:7]=[CH:6][C:5]([CH2:8][CH2:9]O)=[CH:4][CH:3]=1.C1(P(C2C=CC=CC=2)C2C=CC=CC=2)C=CC=CC=1.[I:30]I. The catalyst is ClCCl.N1C=CN=C1. The product is [Br:1][C:2]1[CH:7]=[CH:6][C:5]([CH2:8][CH2:9][I:30])=[CH:4][CH:3]=1. The yield is 0.600.